This data is from Reaction yield outcomes from USPTO patents with 853,638 reactions. The task is: Predict the reaction yield, written as a fraction of the theoretical maximum amount of product (1.0 means a 100% yield; for example, 0.34 means a 34% yield). (1) The reactants are Cl[C:2]1[C:7]([CH:8]=[O:9])=[C:6]([N:10]2[CH2:22][CH2:21][N:13]3[C:14]4[CH2:15][CH2:16][CH2:17][CH2:18][C:19]=4[CH:20]=[C:12]3[C:11]2=[O:23])[N:5]=[CH:4][CH:3]=1.C([C@H:26]1[CH2:31][N:30]([CH:32]2[CH2:35][O:34][CH2:33]2)[CH2:29][CH2:28][N:27]1[C:36]1[CH:37]=[CH:38][C:39]([NH:42][C:43]2[C:44](=[O:59])[N:45]([CH3:58])[CH:46]=[C:47](B3OC(C)(C)C(C)(C)O3)[CH:48]=2)=[N:40][CH:41]=1)C.[C:60]([O-])(=O)[CH3:61].[K+]. The catalyst is O.C1C=CC(P(C2C=CC=CC=2)[C-]2C=CC=C2)=CC=1.C1C=CC(P(C2C=CC=CC=2)[C-]2C=CC=C2)=CC=1.Cl[Pd]Cl.[Fe+2].C(#N)C. The product is [CH2:60]([C@H:26]1[CH2:31][N:30]([CH:32]2[CH2:33][O:34][CH2:35]2)[CH2:29][CH2:28][N:27]1[C:36]1[CH:37]=[CH:38][C:39]([NH:42][C:43]2[C:44](=[O:59])[N:45]([CH3:58])[CH:46]=[C:47]([C:2]3[C:7]([CH:8]=[O:9])=[C:6]([N:10]4[CH:22]=[CH:21][N:13]5[C:14]6[CH2:15][CH2:16][CH2:17][CH2:18][C:19]=6[CH:20]=[C:12]5[C:11]4=[O:23])[N:5]=[CH:4][CH:3]=3)[CH:48]=2)=[N:40][CH:41]=1)[CH3:61]. The yield is 0.460. (2) The reactants are [CH:1]1[C:10]2[C:5](=[CH:6][CH:7]=[CH:8][CH:9]=2)[CH:4]=[CH:3][N+:2]=1[O-].C(Cl)(Cl)[Cl:13].P(Cl)(Cl)(Cl)=O. The catalyst is O. The product is [Cl:13][C:1]1[C:10]2[C:5](=[CH:6][CH:7]=[CH:8][CH:9]=2)[CH:4]=[CH:3][N:2]=1. The yield is 0.449.